Dataset: Forward reaction prediction with 1.9M reactions from USPTO patents (1976-2016). Task: Predict the product of the given reaction. (1) Given the reactants [CH:1](=[O:8])[CH2:2][CH2:3][CH2:4][CH2:5][CH2:6][CH3:7].[OH:9][CH2:10][CH:11]([CH2:13][OH:14])[OH:12], predict the reaction product. The product is: [CH:1](=[O:8])[CH2:2][CH2:3][CH2:4][CH2:5][CH2:6][CH3:7].[OH:9][CH2:10][CH:11]([CH2:13][OH:14])[OH:12]. (2) Given the reactants [CH:1]([C:3]1[C:4]([C:25]2[S:26][CH:27]=[CH:28][CH:29]=2)=[C:5]2[C:14]3[C:9](=[CH:10][C:11]([O:19][CH3:20])=[C:12]([O:15][CH:16]([CH3:18])[CH3:17])[CH:13]=3)[CH2:8][CH2:7][N:6]2[C:21]=1[C:22]([OH:24])=[O:23])=O.[C:30]([NH2:34])([CH3:33])([CH3:32])[CH3:31].C([BH3-])#N.[Na+].[Na], predict the reaction product. The product is: [C:30]([NH:34][CH2:1][C:3]1[C:4]([C:25]2[S:26][CH:27]=[CH:28][CH:29]=2)=[C:5]2[C:14]3[C:9](=[CH:10][C:11]([O:19][CH3:20])=[C:12]([O:15][CH:16]([CH3:18])[CH3:17])[CH:13]=3)[CH2:8][CH2:7][N:6]2[C:21]=1[C:22]([OH:24])=[O:23])([CH3:33])([CH3:32])[CH3:31]. (3) Given the reactants C(O[C:6](=[O:33])[NH:7][C@H:8]([C:12](=[O:32])[NH:13][C@H:14]([B:19]1[O:27][C@H:26]2[C@:21]([CH3:31])([C@H:22]3[CH2:28][C@@H:24]([CH2:25]2)[C:23]3([CH3:30])[CH3:29])[O:20]1)[CH2:15][CH:16]([CH3:18])[CH3:17])[CH:9]([CH3:11])[CH3:10])(C)(C)C.C(O[C:39]([NH:41][C@@H:42]([CH2:46][C:47]1[CH:52]=[CH:51][C:50]([O:53][CH3:54])=[C:49]([O:55][CH3:56])[C:48]=1[O:57][CH3:58])C(O)=O)=[O:40])(C)(C)C.[C:59]1([CH2:65][CH2:66]C(O)=O)[CH:64]=[CH:63][CH:62]=[CH:61][CH:60]=1, predict the reaction product. The product is: [CH3:11][CH:9]([CH3:10])[C@H:8]([NH:7][C:6](=[O:33])[C@@H:42]([NH:41][C:39](=[O:40])[CH2:66][CH2:65][C:59]1[CH:64]=[CH:63][CH:62]=[CH:61][CH:60]=1)[CH2:46][C:47]1[CH:52]=[CH:51][C:50]([O:53][CH3:54])=[C:49]([O:55][CH3:56])[C:48]=1[O:57][CH3:58])[C:12]([NH:13][C@H:14]([B:19]1[O:27][C@H:26]2[C@:21]([CH3:31])([C@H:22]3[CH2:28][C@@H:24]([CH2:25]2)[C:23]3([CH3:29])[CH3:30])[O:20]1)[CH2:15][CH:16]([CH3:17])[CH3:18])=[O:32]. (4) Given the reactants [CH3:1][O:2][C:3](=[O:16])[C:4]1[CH:9]=[C:8](Cl)[N:7]=[C:6]([NH:11][CH:12]([CH2:14][CH3:15])[CH3:13])[CH:5]=1.C(P(C(C)(C)C)C1C=CC=CC=1C1C=CC=CC=1)(C)(C)C.[Na].[S:39]1(=[O:46])(=[O:45])[CH2:44][CH2:43][CH2:42][CH2:41][NH:40]1, predict the reaction product. The product is: [CH3:1][O:2][C:3](=[O:16])[C:4]1[CH:9]=[C:8]([N:40]2[CH2:41][CH2:42][CH2:43][CH2:44][S:39]2(=[O:46])=[O:45])[N:7]=[C:6]([NH:11][CH:12]([CH2:14][CH3:15])[CH3:13])[CH:5]=1. (5) Given the reactants [Cl:1][C:2]1[C:3]([CH2:17][N:18]2C(=O)C3C(=CC=CC=3)C2=O)=[CH:4][C:5]([C:8]2[S:12][C:11]([C:13]([F:16])([F:15])[F:14])=[N:10][CH:9]=2)=[N:6][CH:7]=1.O.NN, predict the reaction product. The product is: [Cl:1][C:2]1[C:3]([CH2:17][NH2:18])=[CH:4][C:5]([C:8]2[S:12][C:11]([C:13]([F:15])([F:16])[F:14])=[N:10][CH:9]=2)=[N:6][CH:7]=1. (6) The product is: [OH:18][CH:17]([CH:14]1[CH2:15][CH2:16][N:11]([C:9]([O:8][CH2:1][C:2]2[CH:7]=[CH:6][CH:5]=[CH:4][CH:3]=2)=[O:10])[CH2:12][CH2:13]1)[CH3:19]. Given the reactants [CH2:1]([O:8][C:9]([N:11]1[CH2:16][CH2:15][CH:14]([CH:17]=[O:18])[CH2:13][CH2:12]1)=[O:10])[C:2]1[CH:7]=[CH:6][CH:5]=[CH:4][CH:3]=1.[CH3:19][Mg]Br, predict the reaction product. (7) Given the reactants C(NC(C)C)(C)C.C([Li])CCC.[C:13]1([S:19]([C:22]2[CH:27]=[CH:26][CH:25]=[CH:24][N:23]=2)(=[O:21])=[O:20])[CH:18]=[CH:17][CH:16]=[CH:15][CH:14]=1.[Cl:28][C:29]1[CH:36]=[CH:35][CH:34]=[CH:33][C:30]=1[CH:31]=[O:32].Cl.CC1(C)CCCC(C)(C)[NH+]1[O-].C(=O)(O)[O-].[Na+].Cl[O-].[Na+], predict the reaction product. The product is: [C:13]1([S:19]([C:22]2[C:27]([C:31]([C:30]3[CH:33]=[CH:34][CH:35]=[CH:36][C:29]=3[Cl:28])=[O:32])=[CH:26][CH:25]=[CH:24][N:23]=2)(=[O:20])=[O:21])[CH:14]=[CH:15][CH:16]=[CH:17][CH:18]=1. (8) Given the reactants [CH2:1]([O:3][C:4](=[O:32])[CH:5]([C:10]1[CH:11]=[C:12]([C:22]2[CH:27]=[CH:26][C:25]([C:28]([F:31])([F:30])[F:29])=[CH:24][CH:23]=2)[CH:13]=[C:14]([CH:16]2[CH2:21][CH2:20][CH2:19][NH:18][CH2:17]2)[CH:15]=1)[CH2:6][CH:7]([CH3:9])[CH3:8])[CH3:2].N1CCC[C@H]1C(O)=O.C(=O)([O-])[O-].[K+].[K+].[F:47][C:48]1[CH:53]=[CH:52][C:51](I)=[CH:50][C:49]=1[F:55], predict the reaction product. The product is: [CH2:1]([O:3][C:4](=[O:32])[CH:5]([C:10]1[CH:11]=[C:12]([C:22]2[CH:23]=[CH:24][C:25]([C:28]([F:29])([F:30])[F:31])=[CH:26][CH:27]=2)[CH:13]=[C:14]([CH:16]2[CH2:21][CH2:20][CH2:19][N:18]([C:51]3[CH:52]=[CH:53][C:48]([F:47])=[C:49]([F:55])[CH:50]=3)[CH2:17]2)[CH:15]=1)[CH2:6][CH:7]([CH3:9])[CH3:8])[CH3:2].